Dataset: Catalyst prediction with 721,799 reactions and 888 catalyst types from USPTO. Task: Predict which catalyst facilitates the given reaction. (1) Reactant: [CH:1]1[N:2]=[C:3]([NH:10][C:11]2[CH:16]=[CH:15][CH:14]=[C:13]([NH2:17])[CH:12]=2)[N:4]2[CH:9]=[CH:8][CH:7]=[CH:6][C:5]=12.I.[C:19]1([C:25](SC)=[NH:26])[CH:24]=[CH:23][CH:22]=[CH:21][CH:20]=1.[OH-:29].[Na+]. Product: [OH-:29].[NH4+:2].[CH:1]1[N:2]=[C:3]([NH:10][C:11]2[CH:12]=[C:13]([NH:17][C:25]([C:19]3[CH:24]=[CH:23][CH:22]=[CH:21][CH:20]=3)=[NH:26])[CH:14]=[CH:15][CH:16]=2)[N:4]2[CH:9]=[CH:8][CH:7]=[CH:6][C:5]=12. The catalyst class is: 5. (2) The catalyst class is: 4. Product: [CH3:1][O:2][C:3](=[O:25])[C:4]1[CH:9]=[CH:8][CH:7]=[CH:6][C:5]=1[NH:10][C:11]1[N:15]([C:16]2[CH:21]=[C:20]([F:22])[CH:19]=[CH:18][C:17]=2[F:23])[N:14]=[C:13]([CH3:24])[C:12]=1[Br:26]. Reactant: [CH3:1][O:2][C:3](=[O:25])[C:4]1[CH:9]=[CH:8][CH:7]=[CH:6][C:5]=1[NH:10][C:11]1[N:15]([C:16]2[CH:21]=[C:20]([F:22])[CH:19]=[CH:18][C:17]=2[F:23])[N:14]=[C:13]([CH3:24])[CH:12]=1.[Br:26]N1C(C)(C)C(=O)N(Br)C1=O. (3) Reactant: [CH2:1]([O:3][C:4]([C:6]1[N:10]2[CH2:11][CH2:12][CH2:13][CH2:14][C:9]2=[N:8][C:7]=1[NH2:15])=[O:5])[CH3:2].C(O[BH-](O[C:26](=O)[CH3:27])OC(=O)C)(=O)C.[Na+].Cl[CH2:31][CH2:32]Cl. Product: [CH2:1]([O:3][C:4]([C:6]1[N:10]2[CH2:11][CH2:12][CH2:13][CH2:14][C:9]2=[N:8][C:7]=1[NH:15][CH2:31][CH2:32][CH2:26][CH3:27])=[O:5])[CH3:2]. The catalyst class is: 2. (4) The catalyst class is: 1. Reactant: [CH2:1]([O:3][C:4]([C:6]1[CH2:7][CH2:8][N:9]([CH2:20][C:21]2[CH:26]=[CH:25][CH:24]=[CH:23][CH:22]=2)[CH2:10][C:11]=1OS(C(F)(F)F)(=O)=O)=[O:5])[CH3:2].C([O-])([O-])=O.[K+].[K+].[C:33]1(B(O)O)[CH:38]=[CH:37][CH:36]=[CH:35][CH:34]=1. Product: [CH2:1]([O:3][C:4]([C:6]1[CH2:7][CH2:8][N:9]([CH2:20][C:21]2[CH:26]=[CH:25][CH:24]=[CH:23][CH:22]=2)[CH2:10][C:11]=1[C:33]1[CH:38]=[CH:37][CH:36]=[CH:35][CH:34]=1)=[O:5])[CH3:2]. (5) Reactant: [F:1][C:2]1[CH:10]=[CH:9][C:8]([CH2:11][C:12]2[C:21]3[C:16](=[CH:17][CH:18]=[CH:19][CH:20]=3)[C:15](=[O:22])[NH:14][N:13]=2)=[CH:7][C:3]=1[C:4](O)=[O:5].F[P-](F)(F)(F)(F)F.N1(OC(N(C)C)=[N+](C)C)C2C=CC=CC=2N=N1.[F:47][C:48]([F:62])([F:61])[C:49]1[N:53]2[CH2:54][CH2:55][NH:56][CH2:57][C:52]2=[C:51]([C:58]([NH2:60])=[O:59])[N:50]=1.C(N(CC)C(C)C)(C)C. Product: [F:1][C:2]1[CH:10]=[CH:9][C:8]([CH2:11][C:12]2[C:21]3[C:16](=[CH:17][CH:18]=[CH:19][CH:20]=3)[C:15](=[O:22])[NH:14][N:13]=2)=[CH:7][C:3]=1[C:4]([N:56]1[CH2:55][CH2:54][N:53]2[C:49]([C:48]([F:62])([F:47])[F:61])=[N:50][C:51]([C:58]([NH2:60])=[O:59])=[C:52]2[CH2:57]1)=[O:5]. The catalyst class is: 35. (6) Reactant: [CH:1]([C:3]1[CH:8]=[CH:7][C:6]([C:9]([F:12])([F:11])[F:10])=[CH:5][CH:4]=1)=[CH2:2]. Product: [CH2:1]([C:3]1[CH:4]=[CH:5][C:6]([C:9]([F:10])([F:11])[F:12])=[CH:7][CH:8]=1)[CH3:2]. The catalyst class is: 123. (7) Reactant: [CH3:1][O:2][CH2:3][C:4]([C:6]1[C:11]([OH:12])=[CH:10][C:9]([OH:13])=[CH:8][C:7]=1[OH:14])=[O:5].C([O-])([O-])=O.[K+].[K+].[CH3:21][O:22][CH2:23][C:24](Cl)=O. Product: [OH:14][C:7]1[C:6]2[C:4](=[O:5])[C:3]([O:2][CH3:1])=[C:24]([CH2:23][O:22][CH3:21])[O:12][C:11]=2[CH:10]=[C:9]([OH:13])[CH:8]=1. The catalyst class is: 1. (8) Reactant: [Cl:1][C:2]1[N:10]=[CH:9][CH:8]=[CH:7][C:3]=1[C:4]([OH:6])=[O:5].[C:11](Cl)(=O)C(Cl)=O.C(N(CC)CC)C.CO. Product: [Cl:1][C:2]1[N:10]=[CH:9][CH:8]=[CH:7][C:3]=1[C:4]([O:6][CH3:11])=[O:5]. The catalyst class is: 120. (9) Reactant: [Br:1][C:2]1[CH:3]=[CH:4][C:5]([Cl:13])=[C:6]([CH:12]=1)[CH2:7][NH:8][CH:9]1[CH2:11][CH2:10]1.C[Si](C)(C)[N-][Si](C)(C)C.[K+].[C:24](O[C:24]([O:26][C:27]([CH3:30])([CH3:29])[CH3:28])=[O:25])([O:26][C:27]([CH3:30])([CH3:29])[CH3:28])=[O:25]. Product: [Br:1][C:2]1[CH:3]=[CH:4][C:5]([Cl:13])=[C:6]([CH:12]=1)[CH2:7][N:8]([CH:9]1[CH2:10][CH2:11]1)[C:24](=[O:25])[O:26][C:27]([CH3:30])([CH3:29])[CH3:28]. The catalyst class is: 1.